Dataset: Forward reaction prediction with 1.9M reactions from USPTO patents (1976-2016). Task: Predict the product of the given reaction. (1) Given the reactants [NH2:1][C:2]1[CH:3]=[C:4]([CH:9]=[CH:10][N:11]=1)[C:5]([O:7][CH3:8])=[O:6].[CH3:12][N:13](C(OC)OC)C.CO, predict the reaction product. The product is: [CH3:8][O:7][C:5]([C:4]1[CH:9]=[CH:10][N:11]2[N:13]=[CH:12][N:1]=[C:2]2[CH:3]=1)=[O:6]. (2) Given the reactants [C:1]([OH:4])(=O)[CH3:2].C(Cl)CCl.[NH2:9][CH:10]1[CH2:15][CH2:14][CH:13]([NH:16][C:17]([NH:19][C:20]2[CH:25]=[CH:24][C:23]([C:26]([F:29])([F:28])[F:27])=[CH:22][CH:21]=2)=[O:18])[CH2:12][CH2:11]1, predict the reaction product. The product is: [F:27][C:26]([F:28])([F:29])[C:23]1[CH:22]=[CH:21][C:20]([NH:19][C:17](=[O:18])[NH:16][CH:13]2[CH2:12][CH2:11][CH:10]([NH:9][C:1](=[O:4])[CH3:2])[CH2:15][CH2:14]2)=[CH:25][CH:24]=1. (3) Given the reactants [OH:1][NH:2][C:3](=[NH:22])[C:4]1[CH:21]=[CH:20][C:7]2[CH2:8][CH2:9][N:10]([C:13]([O:15][C:16]([CH3:19])([CH3:18])[CH3:17])=[O:14])[CH2:11][CH2:12][C:6]=2[CH:5]=1.[C:23]([C:25]1[CH:26]=[C:27]([CH:31]=[CH:32][C:33]=1[O:34][CH:35]([CH3:37])[CH3:36])[C:28](Cl)=O)#[N:24], predict the reaction product. The product is: [C:23]([C:25]1[CH:26]=[C:27]([C:28]2[O:1][N:2]=[C:3]([C:4]3[CH:21]=[CH:20][C:7]4[CH2:8][CH2:9][N:10]([C:13]([O:15][C:16]([CH3:18])([CH3:19])[CH3:17])=[O:14])[CH2:11][CH2:12][C:6]=4[CH:5]=3)[N:22]=2)[CH:31]=[CH:32][C:33]=1[O:34][CH:35]([CH3:36])[CH3:37])#[N:24]. (4) Given the reactants [CH2:1]([NH:8][C:9]1[N:17]=[C:16](Cl)[N:15]=[C:14]2[C:10]=1[N:11]=[CH:12][N:13]2[CH:19]1[CH2:24][CH2:23][CH2:22][CH2:21][O:20]1)[C:2]1[CH:7]=[CH:6][CH:5]=[CH:4][CH:3]=1.[CH2:25]([OH:29])[CH2:26][CH2:27][CH3:28].[Na], predict the reaction product. The product is: [CH2:1]([NH:8][C:9]1[N:17]=[C:16]([O:29][CH2:25][CH2:26][CH2:27][CH3:28])[N:15]=[C:14]2[C:10]=1[N:11]=[CH:12][N:13]2[CH:19]1[CH2:24][CH2:23][CH2:22][CH2:21][O:20]1)[C:2]1[CH:7]=[CH:6][CH:5]=[CH:4][CH:3]=1. (5) The product is: [F:1][C:2]1[CH:7]=[CH:6][CH:5]=[CH:4][C:3]=1[C@H:8]1[CH2:9][O:10][C@@H:11]([CH3:14])[CH2:12][N:13]1[C:16]1[N:26]=[CH:25][C:19]2[O:20][CH2:21][C:22](=[O:24])[NH:23][C:18]=2[CH:17]=1. Given the reactants [F:1][C:2]1[CH:7]=[CH:6][CH:5]=[CH:4][C:3]=1[C@H:8]1[NH:13][CH2:12][C@@H:11]([CH3:14])[O:10][CH2:9]1.Cl[C:16]1[N:26]=[CH:25][C:19]2[O:20][CH2:21][C:22](=[O:24])[NH:23][C:18]=2[CH:17]=1, predict the reaction product. (6) Given the reactants [NH2:1][C:2]1[C:6]([C:7]#[N:8])=[CH:5][NH:4][N:3]=1.[C:9](#[N:11])[CH3:10], predict the reaction product. The product is: [CH3:10][C:9]1[N:1]=[C:2]2[NH:3][N:4]=[CH:5][C:6]2=[C:7]([NH2:8])[N:11]=1. (7) Given the reactants [CH:1]([C@H:4]1[N:9]([C:10]2[N:15]=[C:14]([CH3:16])[C:13]([C:17](OC)=[O:18])=[CH:12][N:11]=2)[CH2:8][CH2:7][N:6]2[C:21]3[CH:27]=[C:26]([S:28]([CH3:31])(=[O:30])=[O:29])[C:25]([C:32](OC)=[O:33])=[CH:24][C:22]=3[N:23]=[C:5]12)([CH3:3])[CH3:2].CC(C[AlH]CC(C)C)C.[NH4+].[Cl-], predict the reaction product. The product is: [OH:33][CH2:32][C:25]1[C:26]([S:28]([CH3:31])(=[O:30])=[O:29])=[CH:27][C:21]2[N:6]3[CH2:7][CH2:8][N:9]([C:10]4[N:15]=[C:14]([CH3:16])[C:13]([CH2:17][OH:18])=[CH:12][N:11]=4)[C@H:4]([CH:1]([CH3:2])[CH3:3])[C:5]3=[N:23][C:22]=2[CH:24]=1.